This data is from Full USPTO retrosynthesis dataset with 1.9M reactions from patents (1976-2016). The task is: Predict the reactants needed to synthesize the given product. (1) Given the product [C:14]([C:11]1[N:12]([CH3:13])[C:8]([C:5]2[CH:6]=[CH:7][C:2]([NH:1][S:21]([CH3:20])(=[O:23])=[O:22])=[CH:3][C:4]=2[C:16]([F:19])([F:17])[F:18])=[CH:9][CH:10]=1)#[N:15], predict the reactants needed to synthesize it. The reactants are: [NH2:1][C:2]1[CH:7]=[CH:6][C:5]([C:8]2[N:12]([CH3:13])[C:11]([C:14]#[N:15])=[CH:10][CH:9]=2)=[C:4]([C:16]([F:19])([F:18])[F:17])[CH:3]=1.[CH3:20][S:21](Cl)(=[O:23])=[O:22].O. (2) Given the product [CH3:8][O:7][C:5]([CH:4]1[CH2:9][CH2:10][N:1]([CH2:13][C:12]#[CH:11])[CH2:2][CH2:3]1)=[O:6], predict the reactants needed to synthesize it. The reactants are: [NH:1]1[CH2:10][CH2:9][CH:4]([C:5]([O:7][CH3:8])=[O:6])[CH2:3][CH2:2]1.[CH2:11](Br)[C:12]#[CH:13].O=CC1C=CC(O)=C(OC)C=1. (3) Given the product [CH2:1]([O:3][CH:4]([O:15][CH2:16][CH3:17])[CH2:5][NH:6][C:7]([C:9]1[S:10][C:11]([C:22]2[CH:23]=[CH:24][C:19]([Cl:18])=[CH:20][CH:21]=2)=[CH:12][CH:13]=1)=[O:8])[CH3:2], predict the reactants needed to synthesize it. The reactants are: [CH2:1]([O:3][CH:4]([O:15][CH2:16][CH3:17])[CH2:5][NH:6][C:7]([C:9]1[S:10][C:11](Cl)=[CH:12][CH:13]=1)=[O:8])[CH3:2].[Cl:18][C:19]1[CH:24]=[CH:23][C:22](B(O)O)=[CH:21][CH:20]=1.C(=O)([O-])[O-].[K+].[K+]. (4) Given the product [F:1][C:2]1[CH:3]=[CH:4][C:5]([CH2:6][CH:7]2[CH2:8][CH2:9][N:10]([C:13](=[O:17])[C:14]([NH:25][C:24]3[CH:26]=[CH:27][CH:28]=[C:22]([C:21]([F:20])([F:29])[F:30])[CH:23]=3)=[O:16])[CH2:11][CH2:12]2)=[CH:18][CH:19]=1, predict the reactants needed to synthesize it. The reactants are: [F:1][C:2]1[CH:19]=[CH:18][C:5]([CH2:6][CH:7]2[CH2:12][CH2:11][N:10]([C:13](=[O:17])[C:14]([OH:16])=O)[CH2:9][CH2:8]2)=[CH:4][CH:3]=1.[F:20][C:21]([F:30])([F:29])[C:22]1[CH:23]=[C:24]([CH:26]=[CH:27][CH:28]=1)[NH2:25].